Dataset: Full USPTO retrosynthesis dataset with 1.9M reactions from patents (1976-2016). Task: Predict the reactants needed to synthesize the given product. (1) Given the product [CH2:30]([O:29][C:22]1[CH:21]=[C:20]([C:18](=[O:19])[CH2:17][CH2:16][C:15]([NH:14][C:4]2[CH:3]=[C:2]([C:72]3[N:71]([C:69]([O:68][C:64]([CH3:67])([CH3:66])[CH3:65])=[O:70])[CH:75]=[CH:74][CH:73]=3)[CH:7]=[C:6]([C:8]3[CH:13]=[CH:12][CH:11]=[CH:10][CH:9]=3)[N:5]=2)=[O:32])[CH:25]=[CH:24][C:23]=1[O:26][CH2:27][CH3:28])[CH3:31], predict the reactants needed to synthesize it. The reactants are: Cl[C:2]1[CH:7]=[C:6]([C:8]2[CH:13]=[CH:12][CH:11]=[CH:10][CH:9]=2)[N:5]=[C:4]([NH:14][C:15](=[O:32])[CH2:16][CH2:17][C:18]([C:20]2[CH:25]=[CH:24][C:23]([O:26][CH2:27][CH3:28])=[C:22]([O:29][CH2:30][CH3:31])[CH:21]=2)=[O:19])[CH:3]=1.C1(C2C=CC=CC=2)C=CC=CC=1P(C1CCCCC1)C1CCCCC1.C(=O)([O-])[O-].[K+].[K+].[C:64]([O:68][C:69]([N:71]1[CH:75]=[CH:74][CH:73]=[C:72]1B(O)O)=[O:70])([CH3:67])([CH3:66])[CH3:65]. (2) Given the product [Br:1][C:2]1[C:10]2[C:9]([NH:11][C:12]3[CH:13]=[C:14]4[C:18](=[CH:19][C:20]=3[O:21][CH3:22])[NH:17][N:16]=[CH:15]4)=[N:8][CH:7]=[N:6][C:5]=2[NH:4][C:3]=1[C:23]([N:25]1[CH2:26][CH2:27][CH2:32][CH2:29][CH2:30]1)=[O:24], predict the reactants needed to synthesize it. The reactants are: [Br:1][C:2]1[C:10]2[C:9]([NH:11][C:12]3[CH:13]=[C:14]4[C:18](=[CH:19][C:20]=3[O:21][CH3:22])[NH:17][N:16]=[CH:15]4)=[N:8][CH:7]=[N:6][C:5]=2[NH:4][C:3]=1[C:23]([N:25]1[CH2:30][CH2:29]O[CH2:27][CH2:26]1)=[O:24].N1CCCC[CH2:32]1. (3) Given the product [CH3:25][Si:19]([CH2:3][CH2:2][CH2:1][O:4][CH:5]([OH:10])[CH2:6][CH3:7])([O:20][Si:21]([CH3:24])([CH3:23])[CH3:22])[O:18][Si:17]([CH3:26])([CH3:27])[CH3:16], predict the reactants needed to synthesize it. The reactants are: [CH2:1]([O:4][CH2:5][CH:6](O)[CH3:7])[CH:2]=[CH2:3].[Si]([O-])([O-])([O-])[O-:10].[Mg+2].[Mg+2].[CH3:16][Si:17]([CH3:27])([CH3:26])[O:18][SiH:19]([CH3:25])[O:20][Si:21]([CH3:24])([CH3:23])[CH3:22].OO. (4) Given the product [CH2:23]([O:5][C:6]([N:8]1[CH2:13][CH2:12][N:11]([C:14]2[C:23]3[C:18](=[CH:19][C:20]([Cl:24])=[CH:21][CH:22]=3)[N:17]=[C:16]([NH:35][CH2:34][CH2:33][C:32]3[CH:36]=[CH:37][C:29]([F:28])=[CH:30][CH:31]=3)[CH:15]=2)[CH2:10][CH2:9]1)=[O:7])[CH2:14][CH2:15][CH3:16], predict the reactants needed to synthesize it. The reactants are: C([O:5][C:6]([N:8]1[CH2:13][CH2:12][N:11]([C:14]2[C:23]3[C:18](=[CH:19][C:20]([Cl:24])=[CH:21][CH:22]=3)[NH:17][C:16](=O)[CH:15]=2)[CH2:10][CH2:9]1)=[O:7])(C)(C)C.[H-].[Na+].[F:28][C:29]1[CH:37]=[CH:36][C:32]([CH2:33][CH2:34][NH2:35])=[CH:31][CH:30]=1. (5) Given the product [CH3:1][O:2][C:3]([C:5]1[C:6]2[C:7]([F:19])=[N:8][N:9]([CH2:14][CH:15]([CH3:17])[CH3:16])[C:10]=2[CH:11]=[CH:12][CH:13]=1)=[O:4], predict the reactants needed to synthesize it. The reactants are: [CH3:1][O:2][C:3]([C:5]1[C:6]2[CH:7]=[N:8][N:9]([CH2:14][CH:15]([CH3:17])[CH3:16])[C:10]=2[CH:11]=[CH:12][CH:13]=1)=[O:4].[B-](F)(F)(F)[F:19].[B-](F)(F)(F)F.C1[N+]2(CCl)CC[N+](F)(CC2)C1.C(O)(=O)C.O. (6) The reactants are: [N:1]1([C:11]([O:13][C:14]([CH3:17])([CH3:16])[CH3:15])=[O:12])[CH2:6][CH2:5][NH:4][CH2:3][CH:2]1[C:7]([O:9][CH3:10])=[O:8].C([O-])([O-])=O.[K+].[K+].F[C:25]1[CH:30]=[CH:29][C:28]([N+:31]([O-:33])=[O:32])=[CH:27][CH:26]=1. Given the product [N+:31]([C:28]1[CH:29]=[CH:30][C:25]([N:4]2[CH2:5][CH2:6][N:1]([C:11]([O:13][C:14]([CH3:17])([CH3:16])[CH3:15])=[O:12])[CH:2]([C:7]([O:9][CH3:10])=[O:8])[CH2:3]2)=[CH:26][CH:27]=1)([O-:33])=[O:32], predict the reactants needed to synthesize it. (7) Given the product [CH3:20][C:19]1[C:3]2[C:4]3[CH:5]=[CH:6][CH:7]=[CH:8][C:9]=3[C:10]([C:12]3[CH:17]=[CH:16][C:15]([OH:18])=[CH:14][CH:13]=3)=[CH:11][C:2]=2[NH:23][N:22]=1, predict the reactants needed to synthesize it. The reactants are: O[C:2]1[CH:11]=[C:10]([C:12]2[CH:17]=[CH:16][C:15]([OH:18])=[CH:14][CH:13]=2)[C:9]2[C:4](=[CH:5][CH:6]=[CH:7][CH:8]=2)[C:3]=1[C:19](=O)[CH3:20].[NH2:22][NH2:23].